This data is from NCI-60 drug combinations with 297,098 pairs across 59 cell lines. The task is: Regression. Given two drug SMILES strings and cell line genomic features, predict the synergy score measuring deviation from expected non-interaction effect. (1) Drug 1: C1CCN(CC1)CCOC2=CC=C(C=C2)C(=O)C3=C(SC4=C3C=CC(=C4)O)C5=CC=C(C=C5)O. Drug 2: CC1=C(C=C(C=C1)NC2=NC=CC(=N2)N(C)C3=CC4=NN(C(=C4C=C3)C)C)S(=O)(=O)N.Cl. Cell line: NCI-H522. Synergy scores: CSS=-4.81, Synergy_ZIP=0.0167, Synergy_Bliss=-6.98, Synergy_Loewe=-6.98, Synergy_HSA=-7.32. (2) Drug 1: C1=NC2=C(N=C(N=C2N1C3C(C(C(O3)CO)O)O)F)N. Drug 2: CCN(CC)CCCC(C)NC1=C2C=C(C=CC2=NC3=C1C=CC(=C3)Cl)OC. Cell line: SNB-75. Synergy scores: CSS=0.935, Synergy_ZIP=-2.73, Synergy_Bliss=-3.30, Synergy_Loewe=-8.97, Synergy_HSA=-3.52. (3) Drug 1: C1CC(=O)NC(=O)C1N2CC3=C(C2=O)C=CC=C3N. Drug 2: C1=CN(C=N1)CC(O)(P(=O)(O)O)P(=O)(O)O. Cell line: HS 578T. Synergy scores: CSS=11.8, Synergy_ZIP=-3.34, Synergy_Bliss=-2.76, Synergy_Loewe=-13.4, Synergy_HSA=-4.11.